This data is from Forward reaction prediction with 1.9M reactions from USPTO patents (1976-2016). The task is: Predict the product of the given reaction. (1) Given the reactants [CH3:1][CH:2]1[CH2:7][CH2:6][CH2:5][CH2:4][CH:3]1[N:8]([CH2:22][C:23]1[CH:31]=[CH:30][C:26]([C:27](O)=[O:28])=[CH:25][CH:24]=1)[S:9]([C:12]1[CH:13]=[N:14][C:15]([C:18]([F:21])([F:20])[F:19])=[CH:16][CH:17]=1)(=[O:11])=[O:10].Cl.[NH2:33][C:34]([CH3:40])([CH3:39])[C:35]([O:37][CH3:38])=[O:36].F[P-](F)(F)(F)(F)F.N1(O[P+](N(C)C)(N(C)C)N(C)C)C2C=CC=CC=2N=N1.C1C=CC2N(O)N=NC=2C=1.O.C(N(C(C)C)C(C)C)C, predict the reaction product. The product is: [CH3:39][C:34]([NH:33][C:27](=[O:28])[C:26]1[CH:30]=[CH:31][C:23]([CH2:22][N:8]([CH:3]2[CH2:4][CH2:5][CH2:6][CH2:7][CH:2]2[CH3:1])[S:9]([C:12]2[CH:13]=[N:14][C:15]([C:18]([F:21])([F:19])[F:20])=[CH:16][CH:17]=2)(=[O:11])=[O:10])=[CH:24][CH:25]=1)([CH3:40])[C:35]([O:37][CH3:38])=[O:36]. (2) Given the reactants [F:1][C:2]1[C:32]([F:33])=[CH:31][CH:30]=[CH:29][C:3]=1[O:4][CH2:5][CH2:6][CH2:7][O:8][C:9]1[CH:14]=[CH:13][C:12]([CH:15]2[CH2:20][CH2:19][N:18]([C:21]([O:23][C:24]([CH3:27])([CH3:26])[CH3:25])=[O:22])[CH2:17][CH:16]2[OH:28])=[CH:11][CH:10]=1.Cl[CH2:35][C:36]1[CH:37]=[CH:38][C:39]2[O:44][CH2:43][C:42](=[O:45])[N:41]([CH2:46][CH2:47][CH2:48][O:49][CH3:50])[C:40]=2[CH:51]=1, predict the reaction product. The product is: [F:1][C:2]1[C:32]([F:33])=[CH:31][CH:30]=[CH:29][C:3]=1[O:4][CH2:5][CH2:6][CH2:7][O:8][C:9]1[CH:14]=[CH:13][C:12]([CH:15]2[CH2:20][CH2:19][N:18]([C:21]([O:23][C:24]([CH3:27])([CH3:26])[CH3:25])=[O:22])[CH2:17][CH:16]2[O:28][CH2:35][C:36]2[CH:37]=[CH:38][C:39]3[O:44][CH2:43][C:42](=[O:45])[N:41]([CH2:46][CH2:47][CH2:48][O:49][CH3:50])[C:40]=3[CH:51]=2)=[CH:11][CH:10]=1. (3) Given the reactants Cl.[CH2:2]([O:9][C:10](=[O:29])[NH:11][CH2:12][CH2:13][CH2:14][CH2:15][C@H:16]([NH2:28])[C:17]([C:19]1[S:20][C:21]2[CH:27]=[CH:26][CH:25]=[CH:24][C:22]=2[N:23]=1)=[O:18])[C:3]1[CH:8]=[CH:7][CH:6]=[CH:5][CH:4]=1.[CH:30]1([C:35](O)=[O:36])[CH2:34][CH2:33][CH2:32][CH2:31]1.CCN(C(C)C)C(C)C.CN(C(ON1N=NC2C=CC=NC1=2)=[N+](C)C)C.F[P-](F)(F)(F)(F)F, predict the reaction product. The product is: [CH2:2]([O:9][C:10](=[O:29])[NH:11][CH2:12][CH2:13][CH2:14][CH2:15][C@H:16]([NH:28][C:35]([CH:30]1[CH2:34][CH2:33][CH2:32][CH2:31]1)=[O:36])[C:17]([C:19]1[S:20][C:21]2[CH:27]=[CH:26][CH:25]=[CH:24][C:22]=2[N:23]=1)=[O:18])[C:3]1[CH:8]=[CH:7][CH:6]=[CH:5][CH:4]=1. (4) Given the reactants [CH3:1][O:2][C:3]1[CH:16]=[CH:15][CH:14]=[C:13]2[C:4]=1[O:5][C:6]1[CH:7]=[C:8]([O:19][CH2:20][CH:21]=[CH2:22])[CH:9]=[C:10]([OH:18])[C:11]=1[C:12]2=[O:17].[C:23](=O)([O-])[O-].[K+].[K+].CI, predict the reaction product. The product is: [CH3:1][O:2][C:3]1[CH:16]=[CH:15][CH:14]=[C:13]2[C:4]=1[O:5][C:6]1[CH:7]=[C:8]([O:19][CH2:20][CH:21]=[CH2:22])[CH:9]=[C:10]([O:18][CH3:23])[C:11]=1[C:12]2=[O:17]. (5) Given the reactants N1[CH2:6][CH2:5][CH2:4][CH2:3][CH2:2]1.[C:7]([Si:9]([CH3:12])([CH3:11])[CH3:10])#C.[CH3:13][C:14](OC)(C)C, predict the reaction product. The product is: [CH:3]1([C:4]#[C:5][C:6]#[C:7][Si:9]([CH3:12])([CH3:11])[CH3:10])[CH2:14][CH2:13][CH2:2]1.